The task is: Predict the reaction yield, written as a fraction of the theoretical maximum amount of product (1.0 means a 100% yield; for example, 0.34 means a 34% yield).. This data is from Reaction yield outcomes from USPTO patents with 853,638 reactions. (1) The reactants are [C:1]1([CH2:7][N:8]2[CH2:12][CH2:11][C@H:10]([OH:13])[CH2:9]2)[CH:6]=[CH:5][CH:4]=[CH:3][CH:2]=1.CCN(C(C)C)C(C)C.[S:23](Cl)([CH3:26])(=[O:25])=[O:24]. The catalyst is C(Cl)Cl. The product is [CH3:26][S:23]([O:13][C@H:10]1[CH2:11][CH2:12][N:8]([CH2:7][C:1]2[CH:2]=[CH:3][CH:4]=[CH:5][CH:6]=2)[CH2:9]1)(=[O:25])=[O:24]. The yield is 0.900. (2) The reactants are [N:1]1[C:10]2[CH:9]([NH:11][CH2:12][CH2:13][CH2:14][CH2:15][N:16]3[C:24](=[O:25])[C:23]4[C:18](=[CH:19][CH:20]=[CH:21][CH:22]=4)[C:17]3=[O:26])[CH2:8][CH2:7][CH2:6][C:5]=2[CH:4]=[CH:3][CH:2]=1.Cl[CH2:28][C:29]1[NH:33][C:32]2[CH:34]=[C:35]([C:38]([F:41])([F:40])[F:39])[CH:36]=[CH:37][C:31]=2[N:30]=1.C(N(CC)C(C)C)(C)C.[I-].[K+]. The catalyst is C(#N)C. The product is [N:1]1[C:10]2[CH:9]([N:11]([CH2:28][C:29]3[NH:30][C:31]4[CH:37]=[CH:36][C:35]([C:38]([F:41])([F:39])[F:40])=[CH:34][C:32]=4[N:33]=3)[CH2:12][CH2:13][CH2:14][CH2:15][N:16]3[C:24](=[O:25])[C:23]4[C:18](=[CH:19][CH:20]=[CH:21][CH:22]=4)[C:17]3=[O:26])[CH2:8][CH2:7][CH2:6][C:5]=2[CH:4]=[CH:3][CH:2]=1. The yield is 0.760. (3) The reactants are C([Sn](CCCC)(CCCC)[C:6]1[O:7][CH:8]=[CH:9][CH:10]=1)CCC.Br[C:20]1[C:29]([CH3:30])=[CH:28][C:27]2[C:22](=[CH:23][CH:24]=[C:25]([O:31][CH3:32])[CH:26]=2)[C:21]=1[O:33][CH2:34][O:35][CH3:36]. The catalyst is C1(C)C=CC=CC=1.CCOCC.O.C1(P([Pd-4](P(C2C=CC=CC=2)(C2C=CC=CC=2)C2C=CC=CC=2)(P(C2C=CC=CC=2)(C2C=CC=CC=2)C2C=CC=CC=2)P(C2C=CC=CC=2)(C2C=CC=CC=2)C2C=CC=CC=2)(C2C=CC=CC=2)C2C=CC=CC=2)C=CC=CC=1. The product is [CH3:32][O:31][C:25]1[CH:26]=[C:27]2[C:22](=[CH:23][CH:24]=1)[C:21]([O:33][CH2:34][O:35][CH3:36])=[C:20]([C:6]1[O:7][CH:8]=[CH:9][CH:10]=1)[C:29]([CH3:30])=[CH:28]2. The yield is 0.760. (4) The reactants are [C:1]([O:5][C:6]([N:8]([CH3:13])[CH2:9][C:10]([OH:12])=[O:11])=[O:7])([CH3:4])([CH3:3])[CH3:2].C1(N=C=NC2CCCCC2)CCCCC1.[CH2:29]([N:36]1[C:48]2[C:47]3[CH:46]=[CH:45][CH:44]=[CH:43][C:42]=3[N:41]=[C:40](N)[C:39]=2[N:38]=[CH:37]1)[C:30]1[CH:35]=[CH:34][CH:33]=[CH:32][CH:31]=1. The catalyst is C(N(CC)CC)C. The product is [C:6]([N:8]([CH2:9][C:10]([OH:12])=[O:11])[CH3:13])([O:5][C:1]([CH3:3])([CH3:4])[CH3:2])=[O:7].[CH2:29]([N:36]1[C:48]2[C:47]3[CH:46]=[CH:45][CH:44]=[CH:43][C:42]=3[N:41]=[C:40]([C:6]([NH2:8])=[O:5])[C:39]=2[N:38]=[CH:37]1)[C:30]1[CH:35]=[CH:34][CH:33]=[CH:32][CH:31]=1. The yield is 0.741. (5) The reactants are FC(F)(F)S(O[C:7]1[CH:12]=[CH:11][C:10]([C:13](=[O:15])[CH3:14])=[C:9]([CH3:16])[CH:8]=1)(=O)=O.[N+:19]([C:22]1[CH:27]=[CH:26][C:25](B(O)O)=[CH:24][CH:23]=1)([O-:21])=[O:20].C(=O)([O-])[O-].[Na+].[Na+].O1CCOCC1. The catalyst is C1(C)C=CC=CC=1. The product is [CH3:16][C:9]1[CH:8]=[C:7]([C:25]2[CH:26]=[CH:27][C:22]([N+:19]([O-:21])=[O:20])=[CH:23][CH:24]=2)[CH:12]=[CH:11][C:10]=1[C:13](=[O:15])[CH3:14]. The yield is 0.990. (6) The reactants are [CH:1]([N:4]1[C:8]2[CH:9]=[CH:10][C:11]([NH2:13])=[CH:12][C:7]=2[N:6]=[CH:5]1)([CH3:3])[CH3:2].[Br:14]Br.N.CO.C(Cl)Cl. The catalyst is CC(O)=O. The product is [CH:1]([N:4]1[C:8]2[CH:9]=[CH:10][C:11]([NH2:13])=[C:12]([Br:14])[C:7]=2[N:6]=[CH:5]1)([CH3:3])[CH3:2]. The yield is 0.350. (7) The reactants are [C:1]([NH:5][S:6]([C:9]1[CH:10]=[C:11]([C:15]2[N:20]=[C:19]([C:21]([NH:23]O)=[NH:22])[CH:18]=[CH:17][CH:16]=2)[CH:12]=[CH:13][CH:14]=1)(=[O:8])=[O:7])([CH3:4])([CH3:3])[CH3:2].[C:25]([O:28]C(=O)C)(=[O:27])[CH3:26].[H][H]. The catalyst is C(O)(=O)C.[Pd]. The product is [C:25]([O-:28])(=[O:27])[CH3:26].[C:1]([NH:5][S:6]([C:9]1[CH:10]=[C:11]([C:15]2[N:20]=[C:19]([C:21]([NH2:23])=[NH2+:22])[CH:18]=[CH:17][CH:16]=2)[CH:12]=[CH:13][CH:14]=1)(=[O:8])=[O:7])([CH3:4])([CH3:2])[CH3:3]. The yield is 1.48. (8) The reactants are [CH3:1][O:2][C:3]([C:5]1[CH:22]=[CH:21][CH:20]=[CH:19][C:6]=1[CH2:7][O:8][C:9]1[CH:14]=[CH:13][C:12]([CH2:15][C:16]([OH:18])=O)=[CH:11][CH:10]=1)=[O:4].[F:23][C:24]([F:34])([F:33])[C:25]1[CH:32]=[CH:31][C:28]([CH2:29][NH2:30])=[CH:27][CH:26]=1.C(Cl)CCl.Cl. The catalyst is C(Cl)Cl.CN(C1C=CN=CC=1)C.O. The product is [O:18]=[C:16]([NH:30][CH2:29][C:28]1[CH:27]=[CH:26][C:25]([C:24]([F:23])([F:33])[F:34])=[CH:32][CH:31]=1)[CH2:15][C:12]1[CH:11]=[CH:10][C:9]([O:8][CH2:7][C:6]2[CH:19]=[CH:20][CH:21]=[CH:22][C:5]=2[C:3]([O:2][CH3:1])=[O:4])=[CH:14][CH:13]=1. The yield is 0.950. (9) The product is [N:38]1[CH:39]=[CH:40][N:41]=[CH:42][C:37]=1[NH:36][C:34](=[O:35])[NH:33][C:27]1[C:26]2[C:31](=[CH:32][C:23]([N:13]3[CH2:12][C@@H:11]4[CH2:7][N:8]([C:15]([O:17][C:18]([CH3:21])([CH3:20])[CH3:19])=[O:16])[CH2:9][C@@H:10]4[CH2:14]3)=[CH:24][CH:25]=2)[N:30]=[CH:29][CH:28]=1. The catalyst is C1COCC1.C1(P(C2C=CC=CC=2)[C-]2C=CC=C2)C=CC=CC=1.[C-]1(P(C2C=CC=CC=2)C2C=CC=CC=2)C=CC=C1.[Fe+2].C1C=CC(/C=C/C(/C=C/C2C=CC=CC=2)=O)=CC=1.C1C=CC(/C=C/C(/C=C/C2C=CC=CC=2)=O)=CC=1.C1C=CC(/C=C/C(/C=C/C2C=CC=CC=2)=O)=CC=1.[Pd].[Pd]. The yield is 0.830. The reactants are CC(C)([O-])C.[Na+].[CH2:7]1[C@@H:11]2[CH2:12][NH:13][CH2:14][C@@H:10]2[CH2:9][N:8]1[C:15]([O:17][C:18]([CH3:21])([CH3:20])[CH3:19])=[O:16].Br[C:23]1[CH:32]=[C:31]2[C:26]([C:27]([NH:33][C:34]([NH:36][C:37]3[CH:42]=[N:41][CH:40]=[CH:39][N:38]=3)=[O:35])=[CH:28][CH:29]=[N:30]2)=[CH:25][CH:24]=1. (10) The reactants are Cl[Si:2]([CH:15]([CH3:17])[CH3:16])([CH:12]([CH3:14])[CH3:13])[O:3][Si:4](Cl)([CH:8]([CH3:10])[CH3:9])[CH:5]([CH3:7])[CH3:6].[CH2:18]([O:25][C@H:26]1[C:30](=[CH2:31])[C@H:29]([CH2:32][OH:33])[C@H:28]([OH:34])[C@@H:27]1[OH:35])[C:19]1[CH:24]=[CH:23][CH:22]=[CH:21][CH:20]=1. The catalyst is N1C=CC=CC=1. The product is [CH2:18]([O:25][C@@H:26]1[C@@H:27]([OH:35])[C@@H:28]2[O:34][Si:2]([CH:15]([CH3:17])[CH3:16])([CH:12]([CH3:14])[CH3:13])[O:3][Si:4]([CH:8]([CH3:10])[CH3:9])([CH:5]([CH3:7])[CH3:6])[O:33][CH2:32][C@H:29]2[C:30]1=[CH2:31])[C:19]1[CH:20]=[CH:21][CH:22]=[CH:23][CH:24]=1. The yield is 0.820.